Predict which catalyst facilitates the given reaction. From a dataset of Catalyst prediction with 721,799 reactions and 888 catalyst types from USPTO. (1) Reactant: [F:1][C:2]1[CH:23]=[CH:22][C:5]([CH2:6][N:7]2[CH2:11][CH2:10][N:9]([C:12]3[CH:13]=[C:14]([CH:18]=[CH:19][N:20]=3)[C:15]([OH:17])=O)[C:8]2=[O:21])=[CH:4][CH:3]=1.[CH3:24][N:25]1CCOCC1.ClC(OCC(C)C)=O.Cl.CN. Product: [F:1][C:2]1[CH:23]=[CH:22][C:5]([CH2:6][N:7]2[CH2:11][CH2:10][N:9]([C:12]3[CH:13]=[C:14]([CH:18]=[CH:19][N:20]=3)[C:15]([NH:25][CH3:24])=[O:17])[C:8]2=[O:21])=[CH:4][CH:3]=1. The catalyst class is: 7. (2) Reactant: [C:1]([C:5]1[S:6][C:7]([C:28]([O:30]C)=[O:29])=[C:8]([CH2:10][NH:11][C:12]2[CH:17]=[CH:16][CH:15]=[C:14]([B:18]3[O:22][C:21]([CH3:24])([CH3:23])[C:20]([CH3:26])([CH3:25])[O:19]3)[C:13]=2[CH3:27])[N:9]=1)([CH3:4])([CH3:3])[CH3:2].[OH-].[Li+].O. Product: [C:1]([C:5]1[S:6][C:7]([C:28]([OH:30])=[O:29])=[C:8]([CH2:10][NH:11][C:12]2[CH:17]=[CH:16][CH:15]=[C:14]([B:18]3[O:22][C:21]([CH3:23])([CH3:24])[C:20]([CH3:26])([CH3:25])[O:19]3)[C:13]=2[CH3:27])[N:9]=1)([CH3:4])([CH3:2])[CH3:3]. The catalyst class is: 32. (3) Reactant: F[C:2]1[C:3]([S:15]([CH3:18])(=[O:17])=[O:16])=[CH:4][C:5]([N+:12]([O-:14])=[O:13])=[C:6]([CH:11]=1)[C:7]([O:9][CH3:10])=[O:8].[NH:19]([CH2:23][CH2:24][OH:25])[CH2:20][CH2:21][OH:22]. Product: [OH:22][CH2:21][CH2:20][N:19]([CH2:23][CH2:24][OH:25])[C:2]1[C:3]([S:15]([CH3:18])(=[O:17])=[O:16])=[CH:4][C:5]([N+:12]([O-:14])=[O:13])=[C:6]([CH:11]=1)[C:7]([O:9][CH3:10])=[O:8]. The catalyst class is: 474. (4) Reactant: [CH2:1]([CH:3]([CH2:7][CH2:8][CH2:9][CH3:10])[C:4]([O-:6])=[O:5])[CH3:2].[La+3:11].[CH2:12]([CH:14]([CH2:18][CH2:19][CH2:20][CH3:21])[C:15]([O-:17])=[O:16])[CH3:13].[CH2:22]([CH:24]([CH2:28][CH2:29][CH2:30][CH3:31])[C:25]([O-:27])=[O:26])[CH3:23].[CH2:32]([O:36][CH2:37][CH2:38][OH:39])[CH2:33][CH2:34][CH3:35]. Product: [C:3]1([CH3:1])[CH:4]=[CH:10][CH:9]=[CH:8][CH:7]=1.[CH2:32]([O:36][CH2:37][CH2:38][OH:39])[CH2:33][CH2:34][CH3:35].[CH2:12]([CH:14]([CH2:18][CH2:19][CH2:20][CH3:21])[C:15]([O-:17])=[O:16])[CH3:13].[La+3:11].[CH2:22]([CH:24]([CH2:28][CH2:29][CH2:30][CH3:31])[C:25]([O-:27])=[O:26])[CH3:23].[CH2:1]([CH:3]([CH2:7][CH2:8][CH2:9][CH3:10])[C:4]([O-:6])=[O:5])[CH3:2]. The catalyst class is: 11. (5) Reactant: [C:1]([O:5][C:6]([N:8]1[CH2:13][CH2:12][CH:11]([N:14]2[C:18]3=[N:19][CH:20]=[N:21][C:22](Cl)=[C:17]3[CH:16]=[N:15]2)[CH2:10][CH2:9]1)=[O:7])([CH3:4])([CH3:3])[CH3:2].[OH:24][C:25]1[CH:30]=[CH:29][C:28](=[O:31])[N:27]([CH3:32])[N:26]=1.C(=O)([O-])[O-].[K+].[K+].C(OCC)(=O)C. Product: [C:1]([O:5][C:6]([N:8]1[CH2:13][CH2:12][CH:11]([N:14]2[C:18]3=[N:19][CH:20]=[N:21][C:22]([O:24][C:25]4[CH:30]=[CH:29][C:28](=[O:31])[N:27]([CH3:32])[N:26]=4)=[C:17]3[CH:16]=[N:15]2)[CH2:10][CH2:9]1)=[O:7])([CH3:4])([CH3:3])[CH3:2]. The catalyst class is: 35. (6) Reactant: [F:1][C:2]1[CH:3]=[C:4]([C@:9]2([CH3:23])[CH2:14][CH2:13][C:12]([CH3:16])([CH3:15])[C:11](=[O:17])[N:10]2[CH2:18][C:19]([O:21]C)=[O:20])[CH:5]=[C:6]([F:8])[CH:7]=1.C[Si](C)(C)[O-].[K+:29]. Product: [F:1][C:2]1[CH:3]=[C:4]([C@:9]2([CH3:23])[CH2:14][CH2:13][C:12]([CH3:15])([CH3:16])[C:11](=[O:17])[N:10]2[CH2:18][C:19]([O-:21])=[O:20])[CH:5]=[C:6]([F:8])[CH:7]=1.[K+:29]. The catalyst class is: 1.